From a dataset of Reaction yield outcomes from USPTO patents with 853,638 reactions. Predict the reaction yield, written as a fraction of the theoretical maximum amount of product (1.0 means a 100% yield; for example, 0.34 means a 34% yield). (1) The reactants are [CH2:1]([O:8][C:9]([NH:11][C:12]1[CH:13]=[C:14]([S:19]([NH2:22])(=[O:21])=[O:20])[CH:15]=[CH:16][C:17]=1[Cl:18])=[O:10])[C:2]1[CH:7]=[CH:6][CH:5]=[CH:4][CH:3]=1.[Cl:23][C:24]1[CH:25]=[C:26]([NH:40][C:41](OC2C=CC=CC=2)=[O:42])[C:27](=[CH:38][CH:39]=1)[C:28]([O:30][CH2:31][C:32]1[CH:37]=[CH:36][CH:35]=[CH:34][CH:33]=1)=[O:29]. No catalyst specified. The product is [CH2:1]([O:8][C:9]([NH:11][C:12]1[CH:13]=[C:14]([S:19]([NH:22][C:41]([NH:40][C:26]2[CH:25]=[C:24]([Cl:23])[CH:39]=[CH:38][C:27]=2[C:28]([O:30][CH2:31][C:32]2[CH:37]=[CH:36][CH:35]=[CH:34][CH:33]=2)=[O:29])=[O:42])(=[O:21])=[O:20])[CH:15]=[CH:16][C:17]=1[Cl:18])=[O:10])[C:2]1[CH:3]=[CH:4][CH:5]=[CH:6][CH:7]=1. The yield is 0.780. (2) The catalyst is C1(C)C=CC=CC=1. The yield is 0.810. The reactants are [N:1]([C:4]1[C:9]([F:10])=[CH:8][N:7]=[CH:6][C:5]=1/[CH:11]=[N:12]/[C:13]1[C:18]([Cl:19])=[CH:17][C:16]([N+:20]([O-:22])=[O:21])=[CH:15][C:14]=1[Cl:23])=[N+]=[N-]. The product is [Cl:23][C:14]1[CH:15]=[C:16]([N+:20]([O-:22])=[O:21])[CH:17]=[C:18]([Cl:19])[C:13]=1[N:12]1[CH:11]=[C:5]2[CH:6]=[N:7][CH:8]=[C:9]([F:10])[C:4]2=[N:1]1. (3) The reactants are Br[C:2]1[S:12][C:5]2[C:6]3[S:11][CH:10]=[CH:9][C:7]=3[S:8][C:4]=2[C:3]=1[CH2:13][CH2:14][CH2:15][CH2:16][CH2:17][CH2:18][CH2:19][CH2:20][CH2:21][CH3:22].[CH:23]#[C:24][CH2:25][CH2:26][CH2:27][CH2:28][CH2:29][CH2:30][CH2:31][CH3:32]. The catalyst is C(N(CC)CC)C.C1C=CC([P]([Pd]([P](C2C=CC=CC=2)(C2C=CC=CC=2)C2C=CC=CC=2)([P](C2C=CC=CC=2)(C2C=CC=CC=2)C2C=CC=CC=2)[P](C2C=CC=CC=2)(C2C=CC=CC=2)C2C=CC=CC=2)(C2C=CC=CC=2)C2C=CC=CC=2)=CC=1.[Cu]I. The product is [CH2:13]([C:3]1[C:4]2[S:8][C:7]3[CH:9]=[C:10]([C:23]#[C:24][CH2:25][CH2:26][CH2:27][CH2:28][CH2:29][CH2:30][CH2:31][CH3:32])[S:11][C:6]=3[C:5]=2[S:12][CH:2]=1)[CH2:14][CH2:15][CH2:16][CH2:17][CH2:18][CH2:19][CH2:20][CH2:21][CH3:22]. The yield is 0.930. (4) The reactants are [NH:1]1[C:5]2[CH:6]=[CH:7][C:8]([C:10]([OH:12])=O)=[CH:9][C:4]=2[N:3]=[CH:2]1.[NH:13]1[CH2:18][CH2:17][CH2:16][C@@H:15]2[C:19]3[CH:20]=[CH:21][C:22]([NH2:26])=[CH:23][C:24]=3[CH2:25][C@H:14]12. No catalyst specified. The product is [NH2:26][C:22]1[CH:21]=[CH:20][C:19]2[C@@H:15]3[C@@H:14]([N:13]([C:10]([C:8]4[CH:7]=[CH:6][C:5]5[NH:1][CH:2]=[N:3][C:4]=5[CH:9]=4)=[O:12])[CH2:18][CH2:17][CH2:16]3)[CH2:25][C:24]=2[CH:23]=1. The yield is 0.300.